This data is from Forward reaction prediction with 1.9M reactions from USPTO patents (1976-2016). The task is: Predict the product of the given reaction. Given the reactants C([N:3]([CH2:14][CH3:15])[C:4](=[O:13])[C:5]1[CH:10]=[CH:9][CH:8]=[C:7]([CH3:11])[C:6]=1[CH3:12])C.C(C1[CH2:23][CH2:22][N:21]([CH3:24])[CH2:20][CH2:19]1)#N, predict the reaction product. The product is: [CH3:11][C:7]1[CH:8]=[CH:9][CH:10]=[C:5]2[C:6]=1[CH:12]=[C:14]([CH:15]1[CH2:23][CH2:22][N:21]([CH3:24])[CH2:20][CH2:19]1)[NH:3][C:4]2=[O:13].